Dataset: Forward reaction prediction with 1.9M reactions from USPTO patents (1976-2016). Task: Predict the product of the given reaction. The product is: [Cl:3][C:4]1[CH:5]=[C:6]2[C:12]([CH2:13][CH2:14][C:15]([O:17][CH3:18])=[O:16])=[C:11]([C:19]3[CH:20]=[CH:21][C:22]([Cl:25])=[CH:23][CH:24]=3)[N:10]([CH3:27])[C:7]2=[N:8][CH:9]=1. Given the reactants [H-].[Na+].[Cl:3][C:4]1[CH:5]=[C:6]2[C:12]([CH2:13][CH2:14][C:15]([O:17][CH3:18])=[O:16])=[C:11]([C:19]3[CH:24]=[CH:23][C:22]([Cl:25])=[CH:21][CH:20]=3)[NH:10][C:7]2=[N:8][CH:9]=1.I[CH3:27].O, predict the reaction product.